Task: Regression/Classification. Given a drug SMILES string, predict its absorption, distribution, metabolism, or excretion properties. Task type varies by dataset: regression for continuous measurements (e.g., permeability, clearance, half-life) or binary classification for categorical outcomes (e.g., BBB penetration, CYP inhibition). For this dataset (solubility_aqsoldb), we predict Y.. Dataset: Aqueous solubility values for 9,982 compounds from the AqSolDB database (1) The molecule is CCOc1cc2c(cc1NC(=O)c1ccccc1)Oc1c(NC(C)=O)c3c(c(NC(C)=O)c1=N2)Oc1cc(NC(=O)c2ccccc2)c(OCC)cc1N=3. The Y is -7.86 log mol/L. (2) The molecule is O=C(O)c1ccc(Cl)cc1. The Y is -3.31 log mol/L. (3) The compound is CN(C)[C@@H]1C(=O)/C(=C(\N)O)C(=O)[C@@]2(O)C(=O)C3=C(O)c4c(O)cccc4[C@@](C)(O)[C@H]3C[C@@H]12. The Y is -3.28 log mol/L. (4) The molecule is CC(O)C(=O)O.CCCCC(CC)COC(=O)Nc1ccc(C)c(NC(=O)OCCN(C)C)c1. The Y is -0.235 log mol/L. (5) The molecule is O=P(O)(O)OCC(O)CO. The Y is 0.764 log mol/L.